The task is: Predict the reactants needed to synthesize the given product.. This data is from Full USPTO retrosynthesis dataset with 1.9M reactions from patents (1976-2016). Given the product [NH2:18][C@@H:19]([CH2:23][S:24][CH2:25][C@H:26]([NH:41][C:42](=[O:54])[CH2:43][CH2:44][CH2:45][CH2:46][CH2:47][CH2:48][CH2:49][CH2:50][CH2:51][CH2:52][CH3:53])[CH2:27][O:28][CH2:29][CH2:30][CH2:31][CH2:32][CH2:33][CH2:34][CH2:35][CH2:36][CH2:37][CH2:38][CH2:39][CH3:40])[C:20](=[O:22])[NH:55][C@@H:56]([CH3:76])[C:57](=[O:58])[NH:59][CH2:60][CH2:61][O:62][CH2:63][CH2:64][O:65][CH2:66][CH2:67][P:68](=[O:69])([OH:72])[OH:75], predict the reactants needed to synthesize it. The reactants are: C1C2C(COC([NH:18][C@@H:19]([CH2:23][S:24][CH2:25][C@H:26]([NH:41][C:42](=[O:54])[CH2:43][CH2:44][CH2:45][CH2:46][CH2:47][CH2:48][CH2:49][CH2:50][CH2:51][CH2:52][CH3:53])[CH2:27][O:28][CH2:29][CH2:30][CH2:31][CH2:32][CH2:33][CH2:34][CH2:35][CH2:36][CH2:37][CH2:38][CH2:39][CH3:40])[C:20]([OH:22])=O)=O)C3C(=CC=CC=3)C=2C=CC=1.[NH2:55][C@@H:56]([CH3:76])[C:57]([NH:59][CH2:60][CH2:61][O:62][CH2:63][CH2:64][O:65][CH2:66][CH2:67][P:68](=[O:75])([O:72]CC)[O:69]CC)=[O:58].